This data is from Full USPTO retrosynthesis dataset with 1.9M reactions from patents (1976-2016). The task is: Predict the reactants needed to synthesize the given product. (1) Given the product [CH3:1][N:2]([CH3:12])[C:3]1[CH:11]=[CH:10][C:6]([C:7]([Cl:15])=[O:8])=[CH:5][CH:4]=1, predict the reactants needed to synthesize it. The reactants are: [CH3:1][N:2]([CH3:12])[C:3]1[CH:11]=[CH:10][C:6]([C:7](O)=[O:8])=[CH:5][CH:4]=1.S(Cl)([Cl:15])=O. (2) Given the product [OH:1][C:2]1(/[CH:20]=[CH:21]/[C:22]2[CH:31]=[CH:30][CH:29]=[CH:28][C:23]=2[CH3:24])[C:13]([CH3:18])([CH3:14])[CH2:12][C:5](=[O:6])[CH:4]=[C:3]1[CH3:19], predict the reactants needed to synthesize it. The reactants are: [OH:1][C:2]1([C:20]#[C:21][C:22]2[CH:31]=[CH:30][CH:29]=[CH:28][C:23]=2[C:24](OC)=O)[C:13]([CH3:18])([C:14](F)(F)F)[CH2:12][C:5]2(OC(C)C(C)[O:6]2)[CH:4]=[C:3]1[CH3:19].O. (3) Given the product [Cl:11][C:12]1[CH:17]=[C:16]([Cl:18])[CH:15]=[CH:14][C:13]=1[C:19]1[NH:10][C:8](=[O:9])[C:7]([C:5]#[N:6])=[CH:21][C:20]=1[C:25]1[CH:26]=[CH:27][C:28]([F:31])=[CH:29][CH:30]=1, predict the reactants needed to synthesize it. The reactants are: [H-].[Na+].CO.[C:5]([CH2:7][C:8]([NH2:10])=[O:9])#[N:6].[Cl:11][C:12]1[CH:17]=[C:16]([Cl:18])[CH:15]=[CH:14][C:13]=1[C:19](=O)[C:20]([C:25]1[CH:30]=[CH:29][C:28]([F:31])=[CH:27][CH:26]=1)=[CH:21]N(C)C. (4) Given the product [N+:11]([C:9]1[CH:8]=[CH:7][C:3]([C:4]([OH:6])=[O:5])=[C:2]([C:17]2[CH:18]=[C:19]([CH3:21])[CH:20]=[C:15]([CH3:14])[CH:16]=2)[CH:10]=1)([O-:13])=[O:12], predict the reactants needed to synthesize it. The reactants are: Br[C:2]1[CH:10]=[C:9]([N+:11]([O-:13])=[O:12])[CH:8]=[CH:7][C:3]=1[C:4]([OH:6])=[O:5].[CH3:14][C:15]1[CH:16]=[C:17](B(O)O)[CH:18]=[C:19]([CH3:21])[CH:20]=1.C([O-])([O-])=O.[Cs+].[Cs+].Cl.